From a dataset of Catalyst prediction with 721,799 reactions and 888 catalyst types from USPTO. Predict which catalyst facilitates the given reaction. Reactant: [CH3:1][C:2]1[N:7]=[CH:6][C:5]([CH2:8][NH2:9])=[CH:4][CH:3]=1.[CH:10]1([CH2:14][C:15]([NH:17][C:18]2[CH:23]=[CH:22][N:21]([CH2:24][CH2:25][CH:26]([F:36])[CH2:27][N:28]3[CH:32]=[C:31]([C:33](O)=[O:34])[N:30]=[N:29]3)[C:20](=[O:37])[C:19]=2[F:38])=[O:16])[CH2:13][CH2:12][CH2:11]1.CN(C(ON1N=NC2C=CC=NC1=2)=[N+](C)C)C.F[P-](F)(F)(F)(F)F.C(N(C(C)C)C(C)C)C. Product: [CH:10]1([CH2:14][C:15]([NH:17][C:18]2[CH:23]=[CH:22][N:21]([CH2:24][CH2:25][CH:26]([F:36])[CH2:27][N:28]3[CH:32]=[C:31]([C:33]([NH:9][CH2:8][C:5]4[CH:6]=[N:7][C:2]([CH3:1])=[CH:3][CH:4]=4)=[O:34])[N:30]=[N:29]3)[C:20](=[O:37])[C:19]=2[F:38])=[O:16])[CH2:13][CH2:12][CH2:11]1. The catalyst class is: 3.